Task: Predict the product of the given reaction.. Dataset: Forward reaction prediction with 1.9M reactions from USPTO patents (1976-2016) Given the reactants [CH3:1][S:2][C:3]1[N:4]=[CH:5][C:6]2[C:7]3[N:8]([N:18]=[N:19][N:20]=3)[C:9]3[CH:17]=[CH:16][CH:15]=[CH:14][C:10]=3[NH:11][C:12]=2[N:13]=1.CC([O-])(C)C.[K+].[F:27][C:28]1[CH:29]=[C:30]([CH:33]=[CH:34][C:35]=1[F:36])[CH2:31]Br, predict the reaction product. The product is: [F:27][C:28]1[CH:29]=[C:30]([CH:33]=[CH:34][C:35]=1[F:36])[CH2:31][N:11]1[C:12]2[N:13]=[C:3]([S:2][CH3:1])[N:4]=[CH:5][C:6]=2[C:7]2=[N:20][N:19]=[N:18][N:8]2[C:9]2[CH:17]=[CH:16][CH:15]=[CH:14][C:10]1=2.